This data is from Catalyst prediction with 721,799 reactions and 888 catalyst types from USPTO. The task is: Predict which catalyst facilitates the given reaction. (1) Reactant: C([O-])([O-])=O.[K+].[K+].[OH:7][C:8]1[CH:15]=[CH:14][CH:13]=[C:12]([OH:16])[C:9]=1[CH:10]=[O:11].Cl[CH2:18][C:19]1[CH2:20][CH2:21][N:22]([C:33](=[O:35])[CH3:34])[CH2:23][C:24]=1[C:25]1[N:29]([CH:30]([CH3:32])[CH3:31])[N:28]=[CH:27][CH:26]=1. Product: [C:33]([N:22]1[CH2:23][C:24]([C:25]2[N:29]([CH:30]([CH3:31])[CH3:32])[N:28]=[CH:27][CH:26]=2)=[C:19]([CH2:18][O:7][C:8]2[CH:15]=[CH:14][CH:13]=[C:12]([OH:16])[C:9]=2[CH:10]=[O:11])[CH2:20][CH2:21]1)(=[O:35])[CH3:34]. The catalyst class is: 31. (2) Reactant: [CH3:1][O:2][C:3]1[CH:16]=[C:15]([O:17][CH3:18])[CH:14]=[CH:13][C:4]=1[CH2:5][NH:6][C:7]1[N:12]=[CH:11][CH:10]=[CH:9][N:8]=1.C[Si]([N-][Si](C)(C)C)(C)C.[Li+].[Cl:29][C:30]1[CH:31]=[C:32]([S:38](Cl)(=[O:40])=[O:39])[C:33]([F:37])=[CH:34][C:35]=1[F:36]. Product: [Cl:29][C:30]1[C:35]([F:36])=[CH:34][C:33]([F:37])=[C:32]([S:38]([N:6]([CH2:5][C:4]2[CH:13]=[CH:14][C:15]([O:17][CH3:18])=[CH:16][C:3]=2[O:2][CH3:1])[C:7]2[N:8]=[CH:9][CH:10]=[CH:11][N:12]=2)(=[O:40])=[O:39])[CH:31]=1. The catalyst class is: 7. (3) Reactant: [F:1][C:2]([F:17])([F:16])[C:3]([F:15])([C:8]1[CH:13]=[CH:12][C:11]([OH:14])=[CH:10][CH:9]=1)[C:4]([F:7])([F:6])[F:5].C(O)(=O)C.S(=O)(=O)(O)O.[N+:27]([O-])([OH:29])=[O:28]. Product: [F:1][C:2]([F:16])([F:17])[C:3]([F:15])([C:8]1[CH:13]=[CH:12][C:11]([OH:14])=[C:10]([N+:27]([O-:29])=[O:28])[CH:9]=1)[C:4]([F:7])([F:6])[F:5]. The catalyst class is: 6. (4) Reactant: [F:1][C:2]([F:13])([F:12])[C:3]1[CH:4]=[CH:5][C:6]([I:11])=[C:7]([CH:10]=1)[CH2:8]Br.[C-:14]#[N:15].[Na+]. Product: [F:1][C:2]([F:13])([F:12])[C:3]1[CH:4]=[CH:5][C:6]([I:11])=[C:7]([CH2:8][C:14]#[N:15])[CH:10]=1. The catalyst class is: 88. (5) Reactant: [C:1](=[O:4])([O-])[OH:2].[Na+].Cl.[NH2:7]O.[C:9]([C:11]1[C:12](=[O:39])[N:13]([CH:17]2[CH:23]([C:24]3[CH:29]=[CH:28][C:27]([Cl:30])=[C:26]([Cl:31])[CH:25]=3)[O:22][CH2:21][CH2:20][N:19]([C:32]([O:34][C:35]([CH3:38])([CH3:37])[CH3:36])=[O:33])[CH2:18]2)[CH:14]=[CH:15][CH:16]=1)#[N:10].O. Product: [Cl:31][C:26]1[CH:25]=[C:24]([CH:23]2[O:22][CH2:21][CH2:20][N:19]([C:32]([O:34][C:35]([CH3:36])([CH3:38])[CH3:37])=[O:33])[CH2:18][CH:17]2[N:13]2[CH:14]=[CH:15][CH:16]=[C:11]([C:9]3[NH:7][C:1](=[O:4])[O:2][N:10]=3)[C:12]2=[O:39])[CH:29]=[CH:28][C:27]=1[Cl:30]. The catalyst class is: 16.